Task: Predict the reaction yield, written as a fraction of the theoretical maximum amount of product (1.0 means a 100% yield; for example, 0.34 means a 34% yield).. Dataset: Reaction yield outcomes from USPTO patents with 853,638 reactions The reactants are [CH3:1][C:2]1([CH3:27])[CH2:7][N:6](S(C2C=CC(C)=CC=2)(=O)=O)[CH2:5][C:4]2[N:18]=[C:19]([C:21]3[CH:26]=[CH:25][CH:24]=[CH:23][N:22]=3)[O:20][C:3]1=2. The catalyst is Br. The product is [CH3:1][C:2]1([CH3:27])[CH2:7][NH:6][CH2:5][C:4]2[N:18]=[C:19]([C:21]3[CH:26]=[CH:25][CH:24]=[CH:23][N:22]=3)[O:20][C:3]1=2. The yield is 0.400.